From a dataset of Full USPTO retrosynthesis dataset with 1.9M reactions from patents (1976-2016). Predict the reactants needed to synthesize the given product. (1) Given the product [CH3:19][C:15]1[CH:14]=[C:13]([N:20]2[CH2:24][CH2:23][CH2:22][CH2:21]2)[C:12]2[C:17](=[CH:18][C:9]([OH:8])=[CH:10][CH:11]=2)[N:16]=1, predict the reactants needed to synthesize it. The reactants are: C([O:8][C:9]1[CH:18]=[C:17]2[C:12]([C:13]([N:20]3[CH2:24][CH2:23][CH2:22][CH2:21]3)=[CH:14][C:15]([CH3:19])=[N:16]2)=[CH:11][CH:10]=1)C1C=CC=CC=1. (2) Given the product [N+:1]([C:4]1[N:8]=[C:7]([N+:9]([O-:11])=[O:10])[N:6]([B-:12]([N:5]2[C:4]([N+:1]([O-:3])=[O:2])=[N:8][C:7]([N+:9]([O-:11])=[O:10])=[N:6]2)([N:5]2[C:4]([N+:1]([O-:3])=[O:2])=[N:8][C:7]([N+:9]([O-:11])=[O:10])=[N:6]2)[N:5]2[C:4]([N+:1]([O-:3])=[O:2])=[N:8][C:7]([N+:9]([O-:11])=[O:10])=[N:6]2)[N:5]=1)([O-:3])=[O:2].[K+:13], predict the reactants needed to synthesize it. The reactants are: [N+:1]([C:4]1[N:8]=[C:7]([N+:9]([O-:11])=[O:10])[NH:6][N:5]=1)([O-:3])=[O:2].[BH4-:12].[K+:13].[H][H]. (3) Given the product [F:24][C:21]1[CH:20]=[C:10]([CH:9]=[C:8]([C:6]2[N:7]=[C:2]3[NH:35][N:36]=[C:25]([C:27]4[CH:32]=[CH:31][C:30]([F:33])=[CH:29][CH:28]=4)[C:3]3=[CH:4][CH:5]=2)[C:22]=1[CH3:23])[C:11]([NH:13][C:14]1[N:18]([CH3:19])[N:17]=[CH:16][CH:15]=1)=[O:12], predict the reactants needed to synthesize it. The reactants are: Cl[C:2]1[N:7]=[C:6]([C:8]2[CH:9]=[C:10]([CH:20]=[C:21]([F:24])[C:22]=2[CH3:23])[C:11]([NH:13][C:14]2[N:18]([CH3:19])[N:17]=[CH:16][CH:15]=2)=[O:12])[CH:5]=[CH:4][C:3]=1[C:25]([C:27]1[CH:32]=[CH:31][C:30]([F:33])=[CH:29][CH:28]=1)=O.O.[NH2:35][NH2:36]. (4) The reactants are: [F:1][C:2]([C:11]1[CH:16]=[CH:15][C:14]([NH2:17])=C[CH:12]=1)([C:7]([F:10])([F:9])[F:8])[C:3]([F:6])([F:5])[F:4].[Cl:18]N1C(=O)CCC1=O.Cl[CH2:27][Cl:28]. Given the product [Cl:18][C:15]1[CH:16]=[C:11]([C:2]([F:1])([C:7]([F:10])([F:9])[F:8])[C:3]([F:6])([F:5])[F:4])[CH:12]=[C:27]([Cl:28])[C:14]=1[NH2:17], predict the reactants needed to synthesize it.